From a dataset of Forward reaction prediction with 1.9M reactions from USPTO patents (1976-2016). Predict the product of the given reaction. (1) Given the reactants [NH:1](C(OCC1C2C(=CC=CC=2)C2C1=CC=CC=2)=O)[C@H:2]([C:26]([NH:28][C:29]1[CH:38]=[C:37]2[C:32]([C:33]([CH3:40])=[CH:34][C:35](=[O:39])[O:36]2)=[CH:31][CH:30]=1)=[O:27])[CH2:3][C:4](=[O:25])[NH:5][C:6]([C:19]1[CH:24]=[CH:23][CH:22]=[CH:21][CH:20]=1)([C:13]1[CH:18]=[CH:17][CH:16]=[CH:15][CH:14]=1)[C:7]1[CH:12]=[CH:11][CH:10]=[CH:9][CH:8]=1.C(S)CCCCCCC.C1CCN2C(=NCCC2)CC1, predict the reaction product. The product is: [NH2:1][C@H:2]([C:26]([NH:28][C:29]1[CH:38]=[C:37]2[C:32]([C:33]([CH3:40])=[CH:34][C:35](=[O:39])[O:36]2)=[CH:31][CH:30]=1)=[O:27])[CH2:3][C:4](=[O:25])[NH:5][C:6]([C:19]1[CH:24]=[CH:23][CH:22]=[CH:21][CH:20]=1)([C:13]1[CH:18]=[CH:17][CH:16]=[CH:15][CH:14]=1)[C:7]1[CH:8]=[CH:9][CH:10]=[CH:11][CH:12]=1. (2) Given the reactants [OH:1][CH2:2][C@H:3]1[N:8]([C:9]([O:11][C:12]([CH3:15])([CH3:14])[CH3:13])=[O:10])[CH2:7][C@@H:6]([CH:16]([OH:27])[CH2:17][C:18]2[CH:23]=[CH:22][CH:21]=[CH:20][C:19]=2[N+:24]([O-:26])=[O:25])[O:5][CH2:4]1.N1C=CN=C1.[Si:33](Cl)([C:46]([CH3:49])([CH3:48])[CH3:47])([C:40]1[CH:45]=[CH:44][CH:43]=[CH:42][CH:41]=1)[C:34]1[CH:39]=[CH:38][CH:37]=[CH:36][CH:35]=1, predict the reaction product. The product is: [Si:33]([O:1][CH2:2][C@H:3]1[N:8]([C:9]([O:11][C:12]([CH3:13])([CH3:15])[CH3:14])=[O:10])[CH2:7][C@@H:6]([CH:16]([OH:27])[CH2:17][C:18]2[CH:23]=[CH:22][CH:21]=[CH:20][C:19]=2[N+:24]([O-:26])=[O:25])[O:5][CH2:4]1)([C:46]([CH3:49])([CH3:48])[CH3:47])([C:40]1[CH:41]=[CH:42][CH:43]=[CH:44][CH:45]=1)[C:34]1[CH:39]=[CH:38][CH:37]=[CH:36][CH:35]=1. (3) The product is: [NH2:20][C:16]1[CH:17]=[C:18]([CH3:19])[C:13]([N:9]2[C@H:10]([CH3:12])[CH2:11][N:6]([C:4]([CH:1]3[CH2:3][CH2:2]3)=[O:5])[C@@H:7]([CH3:23])[CH2:8]2)=[N:14][CH:15]=1. Given the reactants [CH:1]1([C:4]([N:6]2[CH2:11][C@@H:10]([CH3:12])[N:9]([C:13]3[C:18]([CH3:19])=[CH:17][C:16]([N+:20]([O-])=O)=[CH:15][N:14]=3)[CH2:8][C@@H:7]2[CH3:23])=[O:5])[CH2:3][CH2:2]1, predict the reaction product. (4) Given the reactants [C:1]([O:5][C:6](=[O:17])[C:7]1[CH:12]=[C:11]([N:13]([CH3:15])[CH3:14])[N:10]=[C:9](Cl)[CH:8]=1)([CH3:4])([CH3:3])[CH3:2].C([O-])([O-])=O.[Cs+].[Cs+].B1(C=C)OB([CH:30]=[CH2:31])OB(C=C)O1.C1C=CN=CC=1, predict the reaction product. The product is: [C:1]([O:5][C:6](=[O:17])[C:7]1[CH:8]=[C:9]([CH:30]=[CH2:31])[N:10]=[C:11]([N:13]([CH3:15])[CH3:14])[CH:12]=1)([CH3:4])([CH3:3])[CH3:2]. (5) Given the reactants Cl.CN(C)CCCN=C=NCC.[C:13]([CH2:16][CH2:17][CH2:18][O:19][C:20]1[CH:29]=[C:28]2[C:23]([C:24]([NH:30][C:31]3[CH:36]=[CH:35][C:34]([Cl:37])=[CH:33][C:32]=3[F:38])=[N:25][CH:26]=[N:27]2)=[CH:22][C:21]=1[O:39][CH3:40])(O)=[O:14].[NH:41]1[CH2:46][CH2:45][O:44][CH2:43][CH2:42]1, predict the reaction product. The product is: [Cl:37][C:34]1[CH:35]=[CH:36][C:31]([NH:30][C:24]2[C:23]3[C:28](=[CH:29][C:20]([O:19][CH2:18][CH2:17][CH2:16][C:13]([N:41]4[CH2:46][CH2:45][O:44][CH2:43][CH2:42]4)=[O:14])=[C:21]([O:39][CH3:40])[CH:22]=3)[N:27]=[CH:26][N:25]=2)=[C:32]([F:38])[CH:33]=1. (6) Given the reactants [Br:1][C:2]1[CH:7]=[CH:6][CH:5]=[CH:4][C:3]=1[C:8]1[C:17](=O)[C:16]2[C:11](=[CH:12][C:13]([OH:20])=[C:14]([Cl:19])[CH:15]=2)[O:10][C:9]=1[CH3:21].O.[NH2:23][NH2:24], predict the reaction product. The product is: [Br:1][C:2]1[CH:7]=[CH:6][CH:5]=[CH:4][C:3]=1[C:8]1[C:17]([C:16]2[CH:15]=[C:14]([Cl:19])[C:13]([OH:20])=[CH:12][C:11]=2[OH:10])=[N:23][NH:24][C:9]=1[CH3:21]. (7) Given the reactants [CH2:1]([N:8]1[CH2:12][CH:11]([NH:13][CH3:14])[CH2:10][CH:9]1[C:15]([N:17]1[CH2:22][CH2:21][N:20]([C:23]2[CH:30]=[CH:29][CH:28]=[CH:27][C:24]=2[C:25]#[N:26])[CH2:19][CH2:18]1)=[O:16])[C:2]1[CH:7]=[CH:6][CH:5]=[CH:4][CH:3]=1.[Cl:31][C:32]1[CH:39]=[CH:38][CH:37]=[CH:36][C:33]=1[CH:34]=O, predict the reaction product. The product is: [CH2:1]([N:8]1[CH2:12][C@@H:11]([N:13]([CH2:34][C:33]2[CH:36]=[CH:37][CH:38]=[CH:39][C:32]=2[Cl:31])[CH3:14])[CH2:10][C@H:9]1[C:15]([N:17]1[CH2:22][CH2:21][N:20]([C:23]2[CH:30]=[CH:29][CH:28]=[CH:27][C:24]=2[C:25]#[N:26])[CH2:19][CH2:18]1)=[O:16])[C:2]1[CH:7]=[CH:6][CH:5]=[CH:4][CH:3]=1. (8) Given the reactants [OH:1][CH2:2][C:3]1[CH:4]=[C:5]([CH:8]=[CH:9][N:10]=1)[C:6]#[N:7].C(N(C(C)C)C(C)C)C.[CH3:20][O:21][CH2:22]Cl.O, predict the reaction product. The product is: [CH3:20][O:21][CH2:22][O:1][CH2:2][C:3]1[CH:4]=[C:5]([CH:8]=[CH:9][N:10]=1)[C:6]#[N:7]. (9) Given the reactants C([O:3][C:4](=[O:34])[CH2:5][N:6]1[C:14]2[C:9](=[CH:10][CH:11]=[C:12]([O:15][CH2:16][CH2:17][C:18]3[N:19]([CH3:33])[N:20]=[C:21]([C:23]4[CH:28]=[CH:27][C:26]([C:29]([F:32])([F:31])[F:30])=[CH:25][CH:24]=4)[CH:22]=3)[CH:13]=2)[CH:8]=[CH:7]1)C.[Li+].[OH-], predict the reaction product. The product is: [CH3:33][N:19]1[C:18]([CH2:17][CH2:16][O:15][C:12]2[CH:13]=[C:14]3[C:9]([CH:8]=[CH:7][N:6]3[CH2:5][C:4]([OH:34])=[O:3])=[CH:10][CH:11]=2)=[CH:22][C:21]([C:23]2[CH:28]=[CH:27][C:26]([C:29]([F:30])([F:32])[F:31])=[CH:25][CH:24]=2)=[N:20]1.